This data is from Reaction yield outcomes from USPTO patents with 853,638 reactions. The task is: Predict the reaction yield, written as a fraction of the theoretical maximum amount of product (1.0 means a 100% yield; for example, 0.34 means a 34% yield). (1) The reactants are [OH:1][C:2]1[CH:11]=[CH:10][C:9]2[C:4](=[CH:5][CH:6]=[C:7]([O:12][CH3:13])[CH:8]=2)[C:3]=1[C:14]([C:16]1[CH:21]=[CH:20][C:19]([O:22][CH2:23][CH2:24][N:25]2[CH2:30][CH2:29][CH2:28][CH2:27][CH2:26]2)=[CH:18][CH:17]=1)=[O:15].N#N.N1C=CC=CC=1.[F:39][C:40]([F:46])([F:45])[S:41](Cl)(=[O:43])=[O:42]. The yield is 1.00. The catalyst is C(Cl)Cl. The product is [CH3:13][O:12][C:7]1[CH:8]=[C:9]2[C:4](=[CH:5][CH:6]=1)[C:3]([C:14](=[O:15])[C:16]1[CH:21]=[CH:20][C:19]([O:22][CH2:23][CH2:24][N:25]3[CH2:30][CH2:29][CH2:28][CH2:27][CH2:26]3)=[CH:18][CH:17]=1)=[C:2]([O:1][S:41]([C:40]([F:46])([F:45])[F:39])(=[O:43])=[O:42])[CH:11]=[CH:10]2. (2) The reactants are O[C@H:2]([CH3:15])[C:3]([C:5]1[CH:14]=[CH:13][C:12]2[C:7](=[CH:8][CH:9]=[CH:10][CH:11]=2)[CH:6]=1)=[O:4].CN(C1C2C(N(C)C)=CC=CC=2C=CC=1)C.S(OS(C(F)(F)F)(=O)=O)(C(F)(F)F)(=O)=O.[NH2:47][C:48]([CH3:52])([CH3:51])[CH2:49][OH:50]. The catalyst is C(#N)C. The product is [CH:6]1[C:7]2[C:12](=[CH:11][CH:10]=[CH:9][CH:8]=2)[CH:13]=[CH:14][C:5]=1[C@:3]1([OH:4])[O:50][CH2:49][C:48]([CH3:52])([CH3:51])[NH:47][C@H:2]1[CH3:15]. The yield is 0.650. (3) The reactants are [O:1]1[C:10]2[C:5](=[CH:6][CH:7]=[CH:8][CH:9]=2)[CH:4]([OH:11])[CH2:3][CH2:2]1.[I:12]I. The catalyst is C(Cl)Cl. The product is [I:12][C:7]1[CH:6]=[C:5]2[C:10](=[CH:9][CH:8]=1)[O:1][CH2:2][CH2:3][CH:4]2[OH:11]. The yield is 0.720. (4) The reactants are N1([C:6](N2C=CN=C2)=[O:7])C=CN=C1.[CH:13]1([CH2:16][OH:17])[CH2:15][CH2:14]1.Cl.[F:19][C:20]1[CH:25]=[C:24]([S:26]([CH3:29])(=[O:28])=[O:27])[CH:23]=[CH:22][C:21]=1[N:30]1[C:34]2=[N:35][CH:36]=[N:37][C:38]([S:39][CH:40]3[CH2:45][CH2:44][NH:43][CH2:42][CH2:41]3)=[C:33]2[CH:32]=[N:31]1.C(N(CC)CC)C. The catalyst is CS(C)=O. The product is [CH:13]1([CH2:16][O:17][C:6]([N:43]2[CH2:42][CH2:41][CH:40]([S:39][C:38]3[N:37]=[CH:36][N:35]=[C:34]4[N:30]([C:21]5[CH:22]=[CH:23][C:24]([S:26]([CH3:29])(=[O:28])=[O:27])=[CH:25][C:20]=5[F:19])[N:31]=[CH:32][C:33]=34)[CH2:45][CH2:44]2)=[O:7])[CH2:15][CH2:14]1. The yield is 0.290.